Dataset: Full USPTO retrosynthesis dataset with 1.9M reactions from patents (1976-2016). Task: Predict the reactants needed to synthesize the given product. (1) Given the product [CH2:9]([O:11][C:3]1[CH:4]=[N:5][CH:6]=[N:7][CH:8]=1)[CH3:10], predict the reactants needed to synthesize it. The reactants are: [Na].Br[C:3]1[CH:4]=[N:5][CH:6]=[N:7][CH:8]=1.[CH2:9]([OH:11])[CH3:10]. (2) Given the product [ClH:1].[NH2:23][CH:24]([CH2:34][CH3:35])[C:25]([NH:27][C@H:28]([C:30]([O:32][CH3:33])=[O:31])[CH3:29])=[O:26], predict the reactants needed to synthesize it. The reactants are: [ClH:1].COC(=O)C(NC(=O)[C@H](C)N)C1CC1.C(OC([NH:23][CH:24]([CH2:34][CH3:35])[C:25]([NH:27][C@H:28]([C:30]([O:32][CH3:33])=[O:31])[CH3:29])=[O:26])=O)(C)(C)C. (3) Given the product [C:12]([N:16]1[C:20](=[O:21])[C:19]([NH:22][CH:23]2[CH2:28][CH2:27][N:26]([C:5](=[O:6])[C:4]3[CH:8]=[CH:9][C:10]([F:11])=[C:2]([F:1])[CH:3]=3)[CH2:25][CH2:24]2)=[C:18]([C:29]2[CH:30]=[CH:31][CH:32]=[CH:33][CH:34]=2)[S:17]1(=[O:36])=[O:35])([CH3:15])([CH3:13])[CH3:14], predict the reactants needed to synthesize it. The reactants are: [F:1][C:2]1[CH:3]=[C:4]([CH:8]=[CH:9][C:10]=1[F:11])[C:5](Cl)=[O:6].[C:12]([N:16]1[C:20](=[O:21])[C:19]([NH:22][CH:23]2[CH2:28][CH2:27][NH:26][CH2:25][CH2:24]2)=[C:18]([C:29]2[CH:34]=[CH:33][CH:32]=[CH:31][CH:30]=2)[S:17]1(=[O:36])=[O:35])([CH3:15])([CH3:14])[CH3:13]. (4) Given the product [NH2:28][C:5]1[N:6]([C:15]2[CH:20]=[CH:19][C:18]([O:21][CH2:22][C:23]([F:26])([F:25])[F:24])=[CH:17][CH:16]=2)[C:7](=[O:14])[C:8]2[CH:13]=[CH:12][NH:11][C:9]=2[N:10]=1, predict the reactants needed to synthesize it. The reactants are: CS([C:5]1[N:6]([C:15]2[CH:20]=[CH:19][C:18]([O:21][CH2:22][C:23]([F:26])([F:25])[F:24])=[CH:17][CH:16]=2)[C:7](=[O:14])[C:8]2[CH:13]=[CH:12][NH:11][C:9]=2[N:10]=1)(=O)=O.O.[NH2:28]N.C(O)C. (5) Given the product [Cl:14][C:15]1[CH:22]=[C:21]([N:10]2[CH2:11][CH2:12][N:8]([C:3]3[CH:4]=[N:5][CH:6]=[CH:7][C:2]=3[CH3:1])[C:9]2=[O:13])[CH:20]=[CH:19][C:16]=1[C:17]#[N:18], predict the reactants needed to synthesize it. The reactants are: [CH3:1][C:2]1[CH:7]=[CH:6][N:5]=[CH:4][C:3]=1[N:8]1[CH2:12][CH2:11][NH:10][C:9]1=[O:13].[Cl:14][C:15]1[CH:22]=[C:21](I)[CH:20]=[CH:19][C:16]=1[C:17]#[N:18].N[C@@H]1CCCC[C@H]1N.P([O-])([O-])([O-])=O.[K+].[K+].[K+]. (6) Given the product [CH3:29][O:28][CH2:27][C:24]1[N:23]=[CH:22][C:21]([O:20][C:16]2[CH:17]=[C:18]3[C:13](=[C:14]([O:30][CH:31]4[CH2:36][CH2:35][O:34][CH2:33][CH2:32]4)[CH:15]=2)[NH:12][C:11]([C:9]2[S:10][CH:6]([CH2:5][CH2:4][OH:3])[CH2:7][N:8]=2)=[CH:19]3)=[CH:26][CH:25]=1, predict the reactants needed to synthesize it. The reactants are: C([O:3][C:4](=O)[CH2:5][CH:6]1[S:10][C:9]([C:11]2[NH:12][C:13]3[C:18]([CH:19]=2)=[CH:17][C:16]([O:20][C:21]2[CH:22]=[N:23][C:24]([CH2:27][O:28][CH3:29])=[CH:25][CH:26]=2)=[CH:15][C:14]=3[O:30][CH:31]2[CH2:36][CH2:35][O:34][CH2:33][CH2:32]2)=[N:8][CH2:7]1)C.[BH4-].[Li+].O.